This data is from Full USPTO retrosynthesis dataset with 1.9M reactions from patents (1976-2016). The task is: Predict the reactants needed to synthesize the given product. Given the product [CH3:15][N:10]([CH2:9][C@H:8]([NH:7][CH3:6])[CH2:16][C:17]1[S:18][CH:19]=[CH:20][CH:21]=1)[S:11]([CH3:14])(=[O:13])=[O:12], predict the reactants needed to synthesize it. The reactants are: C(O[C:6](=O)[N:7](C)[C@H:8]([CH2:16][C:17]1[S:18][CH:19]=[CH:20][CH:21]=1)[CH2:9][N:10]([CH3:15])[S:11]([CH3:14])(=[O:13])=[O:12])(C)(C)C.FC(F)(F)C(O)=O.C(=O)([O-])O.[Na+].